From a dataset of Catalyst prediction with 721,799 reactions and 888 catalyst types from USPTO. Predict which catalyst facilitates the given reaction. (1) Reactant: Cl[C:2]1[CH:11]=[C:10]2[C:5]([CH:6]=[CH:7][C:8]([C:12]3[CH:17]=[C:16]([CH3:18])[CH:15]=[C:14]([CH3:19])[CH:13]=3)=[N:9]2)=[CH:4][CH:3]=1.[CH2:20]([C:24]1[CH:29]=[CH:28][C:27](B(O)O)=[CH:26][CH:25]=1)[CH:21]([CH3:23])[CH3:22].C1(P(C2CCCCC2)C2C=CC=CC=2C2C(OC)=CC=CC=2OC)CCCCC1.[O-]P([O-])([O-])=O.[K+].[K+].[K+]. Product: [CH3:19][C:14]1[CH:13]=[C:12]([C:8]2[CH:7]=[CH:6][C:5]3[C:10](=[CH:11][C:2]([C:27]4[CH:28]=[CH:29][C:24]([CH2:20][CH:21]([CH3:23])[CH3:22])=[CH:25][CH:26]=4)=[CH:3][CH:4]=3)[N:9]=2)[CH:17]=[C:16]([CH3:18])[CH:15]=1. The catalyst class is: 882. (2) Reactant: [CH2:1]([O:3][C:4]([C:6]1[C:15](=[O:16])[C:14]2[C:9](=[C:10]([OH:18])[C:11]([F:17])=[CH:12][CH:13]=2)[N:8]([CH:19]2[CH2:21][CH2:20]2)[CH:7]=1)=[O:5])[CH3:2].O1CCCC1.C(N(CC)C(C)C)(C)C.C1C=CC(N([S:43]([C:46]([F:49])([F:48])[F:47])(=[O:45])=[O:44])[S:43]([C:46]([F:49])([F:48])[F:47])(=[O:45])=[O:44])=CC=1. Product: [CH2:1]([O:3][C:4]([C:6]1[C:15](=[O:16])[C:14]2[C:9](=[C:10]([O:18][S:43]([C:46]([F:49])([F:48])[F:47])(=[O:45])=[O:44])[C:11]([F:17])=[CH:12][CH:13]=2)[N:8]([CH:19]2[CH2:20][CH2:21]2)[CH:7]=1)=[O:5])[CH3:2]. The catalyst class is: 25. (3) Reactant: C([O-])([O-])=O.[K+].[K+].CS(O[CH:12]1[CH2:17][CH2:16][O:15][CH:14]([C:18]2[CH:23]=[CH:22][C:21]([C:24]([F:27])([F:26])[F:25])=[CH:20][N:19]=2)[CH2:13]1)(=O)=O.[F:28][C:29]([F:38])([F:37])[C:30]1[CH:31]=[C:32]([SH:36])[CH:33]=[CH:34][CH:35]=1. Product: [F:27][C:24]([F:25])([F:26])[C:21]1[CH:22]=[CH:23][C:18]([CH:14]2[CH2:13][CH:12]([S:36][C:32]3[CH:33]=[CH:34][CH:35]=[C:30]([C:29]([F:28])([F:37])[F:38])[CH:31]=3)[CH2:17][CH2:16][O:15]2)=[N:19][CH:20]=1. The catalyst class is: 3. (4) Reactant: [CH2:1]([OH:11])[CH2:2][CH2:3][CH2:4][CH2:5][CH2:6][CH2:7][CH2:8][CH2:9][CH3:10].[H-].[Na+].Cl[C:15]1[N:23]=[CH:22][N:21]=[C:20]2[C:16]=1[NH:17][CH:18]=[N:19]2. Product: [CH2:1]([O:11][C:15]1[N:23]=[CH:22][N:21]=[C:20]2[C:16]=1[NH:17][CH:18]=[N:19]2)[CH2:2][CH2:3][CH2:4][CH2:5][CH2:6][CH2:7][CH2:8][CH2:9][CH3:10]. The catalyst class is: 7.